This data is from Forward reaction prediction with 1.9M reactions from USPTO patents (1976-2016). The task is: Predict the product of the given reaction. (1) Given the reactants [C:1]1([NH:7][C:8]([C:10]2[N:11]=[C:12]([CH2:22][N:23]([C:25]3[CH:30]=[CH:29][C:28]([F:31])=[CH:27][CH:26]=3)[CH3:24])[N:13]([C:15]3[CH:20]=[CH:19][C:18]([Cl:21])=[CH:17][CH:16]=3)[CH:14]=2)=O)[CH:6]=[CH:5][CH:4]=[CH:3][CH:2]=1.B.CSC, predict the reaction product. The product is: [Cl:21][C:18]1[CH:19]=[CH:20][C:15]([N:13]2[CH:14]=[C:10]([CH2:8][NH:7][C:1]3[CH:6]=[CH:5][CH:4]=[CH:3][CH:2]=3)[N:11]=[C:12]2[CH2:22][N:23]([C:25]2[CH:30]=[CH:29][C:28]([F:31])=[CH:27][CH:26]=2)[CH3:24])=[CH:16][CH:17]=1. (2) The product is: [ClH:1].[Cl:1][C:2]1[N:7]=[C:6]([CH3:8])[C:5]([CH2:9][Cl:19])=[C:4]([O:11][CH:12]2[CH2:16][CH2:15][CH2:14][CH2:13]2)[CH:3]=1. Given the reactants [Cl:1][C:2]1[N:7]=[C:6]([CH3:8])[C:5]([CH2:9]O)=[C:4]([O:11][CH:12]2[CH2:16][CH2:15][CH2:14][CH2:13]2)[CH:3]=1.S(Cl)([Cl:19])=O, predict the reaction product. (3) Given the reactants [Cl:1][C:2]1[CH:3]=[C:4]([C:8]2[C:12]([NH:13][C:14]([C:16]3[CH:24]=C4N=CC=CN4N=3)=[O:15])=[CH:11][NH:10][N:9]=2)[CH:5]=[CH:6][CH:7]=1.[CH3:25][C:26]1([O:29][CH2:28]1)[CH3:27].C(=O)([O-])[O-].[Cs+].[Cs+].C[N:37]([CH3:40])[CH:38]=O, predict the reaction product. The product is: [Cl:1][C:2]1[CH:3]=[C:4]([C:8]2[C:12]([NH:13][C:14]([C:16]3[CH:24]=[N:10][N:9]4[CH:8]=[CH:4][CH:40]=[N:37][C:38]=34)=[O:15])=[CH:11][N:10]([CH2:25][C:26]([OH:29])([CH3:28])[CH3:27])[N:9]=2)[CH:5]=[CH:6][CH:7]=1. (4) Given the reactants C(OC(=O)N([CH:12]1[O:26][C:16]2=[C:17]3[C:22](=[CH:23][CH:24]=[C:15]2[O:14][CH2:13]1)[N:21]=[C:20]([CH3:25])[CH:19]=[CH:18]3)CCC=O)(C)(C)C.[F:28][C:29]1[CH:30]=[C:31]2[C:36](=[CH:37][CH:38]=1)[NH:35][CH2:34][CH2:33][CH2:32]2, predict the reaction product. The product is: [F:28][C:29]1[CH:30]=[C:31]2[C:36](=[CH:37][CH:38]=1)[N:35]([CH2:18][CH2:19][CH2:20][NH:21][CH2:22][C@@H:12]1[O:26][C:16]3=[C:17]4[C:22](=[CH:23][CH:24]=[C:15]3[O:14][CH2:13]1)[N:21]=[C:20]([CH3:25])[CH:19]=[CH:18]4)[CH2:34][CH2:33][CH2:32]2. (5) The product is: [CH3:18][O:19][C:20](=[O:29])[C:21]1[CH:26]=[CH:25][C:24]([CH2:27][N:31]([CH3:30])[C:32]2[CH:37]=[CH:36][CH:35]=[CH:34][CH:33]=2)=[CH:23][CH:22]=1. Given the reactants C(OC1C=CC(CO)=CC=1)CC1C=CC=CC=1.[CH3:18][O:19][C:20](=[O:29])[C:21]1[CH:26]=[CH:25][C:24]([CH:27]=O)=[CH:23][CH:22]=1.[CH3:30][NH:31][C:32]1[CH:37]=[CH:36][CH:35]=[CH:34][CH:33]=1.C(O[BH-](OC(=O)C)OC(=O)C)(=O)C.[Na+], predict the reaction product.